Dataset: Forward reaction prediction with 1.9M reactions from USPTO patents (1976-2016). Task: Predict the product of the given reaction. (1) Given the reactants [NH:1]([C:3](=[O:25])[CH:4]([NH:16][C:17](=[O:24])[C:18]1[CH:23]=[CH:22][CH:21]=[CH:20][CH:19]=1)[C:5]1[C:14]2[C:9](=[CH:10][CH:11]=[CH:12][CH:13]=2)[C:8](=[O:15])[NH:7][N:6]=1)[NH2:2].[CH3:26][C:27]([C:29]1[CH:34]=[CH:33][CH:32]=[C:31]([O:35][CH3:36])[CH:30]=1)=O.C(O)(=O)C, predict the reaction product. The product is: [CH3:36][O:35][C:31]1[CH:30]=[C:29](/[C:27](=[N:2]/[NH:1][C:3](=[O:25])[CH:4]([NH:16][C:17](=[O:24])[C:18]2[CH:23]=[CH:22][CH:21]=[CH:20][CH:19]=2)[C:5]2[C:14]3[C:9](=[CH:10][CH:11]=[CH:12][CH:13]=3)[C:8](=[O:15])[NH:7][N:6]=2)/[CH3:26])[CH:34]=[CH:33][CH:32]=1. (2) Given the reactants [C:1](=[N:4][OH:5])([NH2:3])[CH3:2].[H-].[Na+].CO[C:10](=O)[C:11]1[CH:16]=[CH:15][CH:14]=[N:13][C:12]=1[N:17]1[CH:21]=[C:20]([CH2:22][N:23]2[CH2:39][CH2:38][C:26]3([C:31]4[S:32][C:33]([Cl:35])=[CH:34][C:30]=4[C:29]([F:37])([F:36])[CH2:28][O:27]3)[CH2:25][CH2:24]2)[C:19]([CH3:40])=[N:18]1, predict the reaction product. The product is: [Cl:35][C:33]1[S:32][C:31]2[C:26]3([CH2:25][CH2:24][N:23]([CH2:22][C:20]4[C:19]([CH3:40])=[N:18][N:17]([C:12]5[C:11]([C:10]6[O:5][N:4]=[C:1]([CH3:2])[N:3]=6)=[CH:16][CH:15]=[CH:14][N:13]=5)[CH:21]=4)[CH2:39][CH2:38]3)[O:27][CH2:28][C:29]([F:36])([F:37])[C:30]=2[CH:34]=1.